This data is from Full USPTO retrosynthesis dataset with 1.9M reactions from patents (1976-2016). The task is: Predict the reactants needed to synthesize the given product. (1) Given the product [C:39]([C:27]1[CH:28]=[CH:29][C:30]([CH2:32][CH2:33][CH2:34][C:35]([OH:38])([CH3:36])[CH3:37])=[CH:31][C:26]=1[O:25][C:19]1[CH:20]=[CH:21][C:22]([F:24])=[C:23]2[C:18]=1[CH2:17][CH2:16][C@H:15]2[O:14][C:12]1[CH:11]=[CH:10][C:9]2[C@H:5]([CH2:4][C:3]([OH:41])=[O:2])[CH2:6][O:7][C:8]=2[CH:13]=1)#[N:40], predict the reactants needed to synthesize it. The reactants are: C[O:2][C:3](=[O:41])[CH2:4][C@H:5]1[C:9]2[CH:10]=[CH:11][C:12]([O:14][C@H:15]3[C:23]4[C:18](=[C:19]([O:25][C:26]5[CH:31]=[C:30]([CH2:32][CH2:33][CH2:34][C:35]([OH:38])([CH3:37])[CH3:36])[CH:29]=[CH:28][C:27]=5[C:39]#[N:40])[CH:20]=[CH:21][C:22]=4[F:24])[CH2:17][CH2:16]3)=[CH:13][C:8]=2[O:7][CH2:6]1.[OH-].[K+]. (2) Given the product [F:27][B-:26]([F:30])([F:29])[F:28].[Cl:1][C:2]1[C:11]2[C:6](=[CH:7][C:8]([O:14][CH2:15][CH2:16][CH2:17][N:18]3[CH2:23][CH2:22][CH2:21][CH2:20][CH2:19]3)=[C:9]([O:12][CH3:13])[CH:10]=2)[N:5]=[CH:4][C:3]=1[N+:24]#[N:31], predict the reactants needed to synthesize it. The reactants are: [Cl:1][C:2]1[C:11]2[C:6](=[CH:7][C:8]([O:14][CH2:15][CH2:16][CH2:17][N:18]3[CH2:23][CH2:22][CH2:21][CH2:20][CH2:19]3)=[C:9]([O:12][CH3:13])[CH:10]=2)[N:5]=[CH:4][C:3]=1[NH2:24].[H+].[B-:26]([F:30])([F:29])([F:28])[F:27].[N:31]([O-])=O.[Na+]. (3) Given the product [NH:38]1[C:30]([C:16]2[CH:15]=[C:14]([C:11]3[CH:10]=[CH:9][C:8]([N:7]([C:1]4[CH:2]=[CH:3][CH:4]=[CH:5][CH:6]=4)[C:32]4[CH:33]=[CH:34][CH:35]=[CH:36][CH:37]=4)=[CH:13][CH:12]=3)[CH:19]=[C:18]([C:20]3[CH:25]=[CH:24][C:23]([C:26]([F:27])([F:28])[F:29])=[CH:22][CH:21]=3)[N:17]=2)=[N:31][N:40]=[N:39]1, predict the reactants needed to synthesize it. The reactants are: [C:1]1([N:7]([C:32]2[CH:37]=[CH:36][CH:35]=[CH:34][CH:33]=2)[C:8]2[CH:13]=[CH:12][C:11]([C:14]3[CH:19]=[C:18]([C:20]4[CH:25]=[CH:24][C:23]([C:26]([F:29])([F:28])[F:27])=[CH:22][CH:21]=4)[N:17]=[C:16]([C:30]#[N:31])[CH:15]=3)=[CH:10][CH:9]=2)[CH:6]=[CH:5][CH:4]=[CH:3][CH:2]=1.[N-:38]=[N+:39]=[N-:40].[Na+].[Cl-].[NH4+].O. (4) Given the product [NH2:10][CH2:9][CH2:8][C:7]1[N:3]([CH2:1][CH2:2][CH2:17][OH:18])[N:4]=[N:5][N:6]=1, predict the reactants needed to synthesize it. The reactants are: [CH2:1]([N:3]1[C:7]([CH2:8][CH2:9][NH2:10])=[N:6][N:5]=[N:4]1)[CH3:2].C(I)C.BrCC[CH2:17][OH:18]. (5) The reactants are: [Br:1][C:2]1[CH:7]=[CH:6][NH:5][C:4](=[O:8])[CH:3]=1.[CH:9]1(B(O)O)[CH2:11][CH2:10]1.N1C=CC=CC=1C1C=CC=CN=1.C([O-])([O-])=O.[Na+].[Na+].[NH4+].[Cl-]. Given the product [Br:1][C:2]1[CH:7]=[CH:6][N:5]([CH:9]2[CH2:11][CH2:10]2)[C:4](=[O:8])[CH:3]=1, predict the reactants needed to synthesize it.